The task is: Predict the product of the given reaction.. This data is from Forward reaction prediction with 1.9M reactions from USPTO patents (1976-2016). (1) Given the reactants Cl.[C:2]([C:4]1[CH:5]=[C:6]([C:11]2[N:21]=[CH:20][CH:19]=[C:18](C)[C:12]=2[C:13]([O:15][CH2:16][CH3:17])=[O:14])[CH:7]=[CH:8][C:9]=1[OH:10])#[N:3].CS(O[CH2:28][CH2:29][C:30]1[CH:35]=[CH:34][C:33]([C:36]([F:39])([F:38])[F:37])=[CH:32][CH:31]=1)(=O)=O.[C:40](=O)([O-])[O-].[K+].[K+], predict the reaction product. The product is: [C:2]([C:4]1[CH:5]=[C:6]([C:11]2[N:21]=[C:20]([CH3:40])[CH:19]=[CH:18][C:12]=2[C:13]([O:15][CH2:16][CH3:17])=[O:14])[CH:7]=[CH:8][C:9]=1[O:10][CH2:28][CH2:29][C:30]1[CH:31]=[CH:32][C:33]([C:36]([F:37])([F:38])[F:39])=[CH:34][CH:35]=1)#[N:3]. (2) Given the reactants [C:1]1([C:7]2[CH:8]=[C:9]([N:13]3[CH2:18][CH2:17][O:16][CH2:15][CH2:14]3)[N:10]=[N:11][CH:12]=2)[CH:6]=[CH:5][CH:4]=[CH:3][CH:2]=1.[I:19][CH2:20][CH2:21][CH2:22][CH3:23], predict the reaction product. The product is: [I-:19].[CH2:20]([N+:11]1[CH:12]=[C:7]([C:1]2[CH:2]=[CH:3][CH:4]=[CH:5][CH:6]=2)[CH:8]=[C:9]([N:13]2[CH2:18][CH2:17][O:16][CH2:15][CH2:14]2)[N:10]=1)[CH2:21][CH2:22][CH3:23]. (3) Given the reactants [CH3:1][C:2]1[CH:8]=[CH:7][C:5]([NH2:6])=[CH:4][C:3]=1[N:9]1[C:16]2[N:12]([N:13]=[C:14]([C:17]3[CH:18]=[N:19][CH:20]=[CH:21][CH:22]=3)[CH:15]=2)[CH:11]=[CH:10]1.[C:23]([C:25]1[CH:26]=[C:27]([CH:31]=[C:32]([S:34]([F:39])([F:38])([F:37])([F:36])[F:35])[CH:33]=1)[C:28](O)=[O:29])#[N:24].CN(C(ON1N=NC2C=CC=NC1=2)=[N+](C)C)C.F[P-](F)(F)(F)(F)F.C(N(CC)C(C)C)(C)C.[OH-].[Na+].C(=O)(O)[O-].[Na+], predict the reaction product. The product is: [C:23]([C:25]1[CH:26]=[C:27]([CH:31]=[C:32]([S:34]([F:38])([F:39])([F:35])([F:36])[F:37])[CH:33]=1)[C:28]([NH:6][C:5]1[CH:7]=[CH:8][C:2]([CH3:1])=[C:3]([N:9]2[C:16]3[N:12]([N:13]=[C:14]([C:17]4[CH:18]=[N:19][CH:20]=[CH:21][CH:22]=4)[CH:15]=3)[CH:11]=[CH:10]2)[CH:4]=1)=[O:29])#[N:24]. (4) The product is: [Cl:27][C:11]1[CH:10]=[C:9]([Cl:28])[CH:8]=[C:7]2[C:12]=1[C:13]([O:15][CH2:16][C:17]([C:19]1[CH:20]=[CH:21][C:22]([O:25][CH3:26])=[CH:23][CH:24]=1)=[O:18])=[CH:14][C:5]([C:3]([OH:4])=[O:2])=[CH:6]2. Given the reactants C[O:2][C:3]([C:5]1[CH:14]=[C:13]([O:15][CH2:16][C:17]([C:19]2[CH:24]=[CH:23][C:22]([O:25][CH3:26])=[CH:21][CH:20]=2)=[O:18])[C:12]2[C:7](=[CH:8][C:9]([Cl:28])=[CH:10][C:11]=2[Cl:27])[CH:6]=1)=[O:4].[OH-].[Na+].Cl, predict the reaction product. (5) Given the reactants [CH3:1][O:2][C:3]1[CH:4]=[CH:5][C:6]2[NH:7][C:8](=O)[C:9]3[N:10]([CH:13]=[N:14][C:15]=3[CH3:16])[C:11]=2[N:12]=1.O=P(Cl)(Cl)[Cl:20], predict the reaction product. The product is: [Cl:20][C:8]1[C:9]2[N:10]([CH:13]=[N:14][C:15]=2[CH3:16])[C:11]2[N:12]=[C:3]([O:2][CH3:1])[CH:4]=[CH:5][C:6]=2[N:7]=1.